Task: Predict the reactants needed to synthesize the given product.. Dataset: Full USPTO retrosynthesis dataset with 1.9M reactions from patents (1976-2016) (1) Given the product [CH:5]1[C:6]([CH2:7][CH2:8][C:9]2[C:13]3[C:14]([N:16]=[C:17]([NH2:19])[NH:18][C:12]=3[NH:11][CH:10]=2)=[O:15])=[CH:1][CH:2]=[C:3]([C:20]([NH:22][C@H:23]([C:29]([O-:31])=[O:30])[CH2:24][CH2:25][C:26]([O-:28])=[O:27])=[O:21])[CH:4]=1.[OH2:37].[OH2:15].[OH2:15].[OH2:15].[OH2:15].[OH2:15].[OH2:15].[Na+:32].[Na+:32], predict the reactants needed to synthesize it. The reactants are: [CH:1]1[C:6]([CH2:7][CH2:8][C:9]2[C:13]3[C:14]([NH:16][C:17]([NH2:19])=[N:18][C:12]=3[NH:11][CH:10]=2)=[O:15])=[CH:5][CH:4]=[C:3]([C:20]([NH:22][C@@H:23]([C:29]([O-:31])=[O:30])[CH2:24][CH2:25][C:26]([O-:28])=[O:27])=[O:21])[CH:2]=1.[Na+:32].[Na+].Cl.CC[OH:37]. (2) The reactants are: [Cl:1][C:2]1[CH:7]=[CH:6][C:5]([C:8]2[N:9]([CH2:23][C@H:24]([OH:29])[C:25]([F:28])([F:27])[F:26])[C:10](=[O:22])[N:11]([CH2:13][C:14]3[N:18]=[C:17]([CH:19]([OH:21])[CH3:20])[NH:16][N:15]=3)[N:12]=2)=[CH:4][CH:3]=1.[Cl:30][C:31]1[CH:36]=[C:35]([F:37])[CH:34]=[CH:33][C:32]=1B(O)O.B(O)O. Given the product [Cl:30][C:31]1[CH:36]=[C:35]([F:37])[CH:34]=[CH:33][C:32]=1[N:16]1[C:17]([CH:19]([OH:21])[CH3:20])=[N:18][C:14]([CH2:13][N:11]2[C:10](=[O:22])[N:9]([CH2:23][C@H:24]([OH:29])[C:25]([F:26])([F:28])[F:27])[C:8]([C:5]3[CH:4]=[CH:3][C:2]([Cl:1])=[CH:7][CH:6]=3)=[N:12]2)=[N:15]1, predict the reactants needed to synthesize it. (3) Given the product [NH2:1][C:2]1[CH:3]=[C:4]([CH:5]=[CH:6][C:7]=1[CH3:8])[O:9][C:17]1[CH:18]=[CH:19][C:20]2[N:21]([CH:23]=[C:24]([NH:26][C:27]([CH:29]3[CH2:31][CH:30]3[CH3:32])=[O:28])[N:25]=2)[N:22]=1, predict the reactants needed to synthesize it. The reactants are: [NH2:1][C:2]1[CH:3]=[C:4]([OH:9])[CH:5]=[CH:6][C:7]=1[CH3:8].CC(C)([O-])C.[K+].I[C:17]1[CH:18]=[CH:19][C:20]2[N:21]([CH:23]=[C:24]([NH:26][C:27]([CH:29]3[CH2:31][CH:30]3[CH3:32])=[O:28])[N:25]=2)[N:22]=1.C(=O)([O-])[O-].[K+].[K+]. (4) Given the product [CH2:1]([N:3]([CH2:7][CH2:8][N:9]1[C:13](=[O:14])[C:12]2=[CH:15][CH:16]=[CH:17][CH:18]=[C:11]2[C:10]1=[O:19])[CH2:4][CH2:5][F:26])[CH3:2], predict the reactants needed to synthesize it. The reactants are: [CH2:1]([N:3]([CH2:7][CH2:8][N:9]1[C:13](=[O:14])[C:12]2=[CH:15][CH:16]=[CH:17][CH:18]=[C:11]2[C:10]1=[O:19])[CH2:4][CH2:5]O)[CH3:2].C(N(S(F)(F)[F:26])CC)C.ClCCl.C(=O)([O-])[O-].[Na+].[Na+]. (5) Given the product [CH2:1]([O:8][C:9]1[CH:28]=[CH:27][C:12]([O:13][C:14]2[C:22]([CH3:23])=[CH:21][C:20]([NH2:24])=[C:19]3[C:15]=2[CH2:16][CH2:17][CH2:18]3)=[CH:11][C:10]=1[I:29])[C:2]1[CH:3]=[CH:4][CH:5]=[CH:6][CH:7]=1, predict the reactants needed to synthesize it. The reactants are: [CH2:1]([O:8][C:9]1[CH:28]=[CH:27][C:12]([O:13][C:14]2[C:22]([CH3:23])=[CH:21][C:20]([N+:24]([O-])=O)=[C:19]3[C:15]=2[CH2:16][CH2:17][CH2:18]3)=[CH:11][C:10]=1[I:29])[C:2]1[CH:7]=[CH:6][CH:5]=[CH:4][CH:3]=1. (6) Given the product [CH:12]1([CH2:18][NH:19][C:2]2[C:7]([CH3:8])=[CH:6][C:5]([N+:9]([O-:11])=[O:10])=[CH:4][N:3]=2)[CH2:17][CH2:16][CH2:15][CH2:14][CH2:13]1, predict the reactants needed to synthesize it. The reactants are: Cl[C:2]1[C:7]([CH3:8])=[CH:6][C:5]([N+:9]([O-:11])=[O:10])=[CH:4][N:3]=1.[CH:12]1([CH2:18][NH2:19])[CH2:17][CH2:16][CH2:15][CH2:14][CH2:13]1.